This data is from Catalyst prediction with 721,799 reactions and 888 catalyst types from USPTO. The task is: Predict which catalyst facilitates the given reaction. Reactant: ClC1C=C(C=CC=1)C(O)=[O:6].[Br:11][C:12]1[CH:20]=[CH:19][N:18]=[C:17]2[C:13]=1[CH:14]=[CH:15][NH:16]2. Product: [Br:11][C:12]1[CH:20]=[CH:19][N+:18]([O-:6])=[C:17]2[NH:16][CH:15]=[CH:14][C:13]=12. The catalyst class is: 22.